Dataset: Forward reaction prediction with 1.9M reactions from USPTO patents (1976-2016). Task: Predict the product of the given reaction. Given the reactants [ClH:1].Cl.[CH2:3]([C:7]1[N:8]=[N:9][C:10]([O:26][CH:27]2[CH2:32][CH2:31][NH:30][CH2:29][CH2:28]2)=[CH:11][C:12]=1[C:13]1[CH:18]=[CH:17][C:16]([O:19][CH:20]2[CH2:25][CH2:24][CH2:23][CH2:22][CH2:21]2)=[CH:15][CH:14]=1)[CH2:4][CH2:5][CH3:6].[Cl:33][CH2:34][C:35]([CH3:38])([OH:37])[CH3:36].C(=O)([O-])[O-].[K+].[K+].Cl, predict the reaction product. The product is: [ClH:33].[ClH:1].[CH2:3]([C:7]1[N:8]=[N:9][C:10]([O:26][CH:27]2[CH2:32][CH2:31][N:30]([CH2:34][C:35]([CH3:38])([OH:37])[CH3:36])[CH2:29][CH2:28]2)=[CH:11][C:12]=1[C:13]1[CH:14]=[CH:15][C:16]([O:19][CH:20]2[CH2:25][CH2:24][CH2:23][CH2:22][CH2:21]2)=[CH:17][CH:18]=1)[CH2:4][CH2:5][CH3:6].